Predict the reaction yield, written as a fraction of the theoretical maximum amount of product (1.0 means a 100% yield; for example, 0.34 means a 34% yield). From a dataset of Reaction yield outcomes from USPTO patents with 853,638 reactions. (1) The reactants are [Br:1][C:2]1[CH:3]=[CH:4][N:5]2[C:10]=1[C:9]([O:11][C:12]1[CH:18]=[CH:17][C:15]([NH2:16])=[CH:14][C:13]=1[F:19])=[CH:8][CH:7]=[N:6]2.[CH3:20][N:21]1[C:25]([CH3:26])=[C:24]([C:27](O)=[O:28])[C:23](=[O:30])[N:22]1[C:31]1[CH:36]=[CH:35][CH:34]=[CH:33][CH:32]=1.CN(C(ON1N=NC2C=CC=NC1=2)=[N+](C)C)C.F[P-](F)(F)(F)(F)F.C(N(CC)CC)C. The catalyst is CN(C)C=O. The product is [Br:1][C:2]1[CH:3]=[CH:4][N:5]2[C:10]=1[C:9]([O:11][C:12]1[CH:18]=[CH:17][C:15]([NH:16][C:27]([C:24]3[C:23](=[O:30])[N:22]([C:31]4[CH:32]=[CH:33][CH:34]=[CH:35][CH:36]=4)[N:21]([CH3:20])[C:25]=3[CH3:26])=[O:28])=[CH:14][C:13]=1[F:19])=[CH:8][CH:7]=[N:6]2. The yield is 0.630. (2) The reactants are Cl[C:2]1[C:7]([C:8]#[N:9])=[CH:6][CH:5]=[CH:4][N:3]=1.Cl.[CH2:11]([O:13][C:14](=[O:18])[C@H:15]([CH3:17])[NH2:16])[CH3:12].C(=O)([O-])[O-].[Na+].[Na+]. The catalyst is N1C=CC=CC=1.CN(C=O)C. The product is [C:8]([C:7]1[C:2]([NH:16][C@@H:15]([CH3:17])[C:14]([O:13][CH2:11][CH3:12])=[O:18])=[N:3][CH:4]=[CH:5][CH:6]=1)#[N:9]. The yield is 0.230. (3) The reactants are [F:1][C:2]([F:7])([F:6])[C:3]([OH:5])=[O:4].[NH2:8][C:9]1[N:14]=[CH:13][C:12]([C:15]2[CH:20]=[CH:19][C:18]([C:21]3[C:22]([S:27]([NH:30]C(C)(C)C)(=[O:29])=[O:28])=[CH:23][CH:24]=[CH:25][CH:26]=3)=[CH:17][C:16]=2[F:35])=[CH:11][N:10]=1. No catalyst specified. The product is [F:1][C:2]([F:7])([F:6])[C:3]([OH:5])=[O:4].[NH2:8][C:9]1[N:10]=[CH:11][C:12]([C:15]2[CH:20]=[CH:19][C:18]([C:21]3[C:22]([S:27]([NH2:30])(=[O:29])=[O:28])=[CH:23][CH:24]=[CH:25][CH:26]=3)=[CH:17][C:16]=2[F:35])=[CH:13][N:14]=1. The yield is 0.590.